This data is from Peptide-MHC class I binding affinity with 185,985 pairs from IEDB/IMGT. The task is: Regression. Given a peptide amino acid sequence and an MHC pseudo amino acid sequence, predict their binding affinity value. This is MHC class I binding data. (1) The peptide sequence is CLLQSLQQI. The MHC is HLA-A02:01 with pseudo-sequence HLA-A02:01. The binding affinity (normalized) is 0.532. (2) The peptide sequence is EPWLSSKPEF. The MHC is HLA-B53:01 with pseudo-sequence HLA-B53:01. The binding affinity (normalized) is 0.397.